The task is: Regression/Classification. Given a drug SMILES string, predict its absorption, distribution, metabolism, or excretion properties. Task type varies by dataset: regression for continuous measurements (e.g., permeability, clearance, half-life) or binary classification for categorical outcomes (e.g., BBB penetration, CYP inhibition). Dataset: b3db_classification.. This data is from Blood-brain barrier permeability classification from the B3DB database. (1) The molecule is CC(C)C(=O)OCC(=O)C12OC(C3CCCCC3)OC1CC1C3CCC4=CC(=O)C=CC4(C)C3C(O)CC12C. The result is 1 (penetrates BBB). (2) The result is 1 (penetrates BBB). The compound is NS(=O)(=O)c1ccc(N2C(=O)CC(c3ccccc3)C2=O)c(Cl)c1. (3) The compound is CC(=O)NC1CCC(CCN2CCN(c3cccc(Cl)c3Cl)CC2)CC1. The result is 1 (penetrates BBB). (4) The drug is CC1(C)SC2C(NC(=O)C(NC(=O)N3CCN(S(C)(=O)=O)C3=O)c3ccccc3)C(=O)N2C1C(=O)O. The result is 0 (does not penetrate BBB). (5) The compound is CCC(NC(=O)c1c(OCCNC(=O)Cc2ccccn2)c(-c2ccccc2)nc2ccccc12)c1ccccc1. The result is 0 (does not penetrate BBB).